This data is from Forward reaction prediction with 1.9M reactions from USPTO patents (1976-2016). The task is: Predict the product of the given reaction. Given the reactants Br[C:2]1[C:3]([C:14]2[S:15][CH:16]=[C:17]([C:19]3[CH:20]=[N:21][N:22]([CH3:24])[CH:23]=3)[N:18]=2)=[CH:4][C:5]([NH:8][C:9]([NH:11][CH2:12][CH3:13])=[O:10])=[N:6][CH:7]=1.CC1(C)C(C)(C)[O:29][B:28](B2OC(C)(C)C(C)(C)O2)[O:27]1.C(N(CC)CC)C.C([O-])(=O)C.[K+], predict the reaction product. The product is: [CH2:12]([NH:11][C:9](=[O:10])[NH:8][C:5]1[N:6]=[CH:7][C:2]([B:28]([OH:29])[OH:27])=[C:3]([C:14]2[S:15][CH:16]=[C:17]([C:19]3[CH:20]=[N:21][N:22]([CH3:24])[CH:23]=3)[N:18]=2)[CH:4]=1)[CH3:13].